From a dataset of Catalyst prediction with 721,799 reactions and 888 catalyst types from USPTO. Predict which catalyst facilitates the given reaction. Reactant: C[O:2][C:3](=[O:20])[C:4]1[CH:16]=[CH:15][C:7]([C:8]([O:10][C:11]([CH3:14])([CH3:13])[CH3:12])=[O:9])=[C:6]([N+:17]([O-:19])=[O:18])[CH:5]=1.O.[OH-].[Li+]. Product: [C:11]([O:10][C:8](=[O:9])[C:7]1[CH:15]=[CH:16][C:4]([C:3]([OH:20])=[O:2])=[CH:5][C:6]=1[N+:17]([O-:19])=[O:18])([CH3:14])([CH3:12])[CH3:13]. The catalyst class is: 20.